This data is from Catalyst prediction with 721,799 reactions and 888 catalyst types from USPTO. The task is: Predict which catalyst facilitates the given reaction. (1) Reactant: [N:1]1[C:10]2[C:5](=[CH:6][C:7]([C:11]([O:13][CH2:14][CH3:15])=[O:12])=[CH:8][CH:9]=2)[CH:4]=[CH:3][CH:2]=1.ClC1C=C(C=CC=1)C(OO)=[O:21]. Product: [CH2:14]([O:13][C:11]([C:7]1[CH:6]=[C:5]2[C:10](=[CH:9][CH:8]=1)[N+:1]([O-:21])=[CH:2][CH:3]=[CH:4]2)=[O:12])[CH3:15]. The catalyst class is: 4. (2) The catalyst class is: 14. Reactant: [C:1]1([CH2:7][C:8](=O)[CH2:9][C:10](=O)[CH3:11])[CH:6]=[CH:5][CH:4]=[CH:3][CH:2]=1.[C:14]([CH2:16][C:17]([NH2:19])=[O:18])#[N:15].N1CCCCC1.O. Product: [CH3:11][C:10]1[NH:19][C:17](=[O:18])[C:16]([C:14]#[N:15])=[C:8]([CH2:7][C:1]2[CH:6]=[CH:5][CH:4]=[CH:3][CH:2]=2)[CH:9]=1.[CH3:11][C:10]1[CH:9]=[C:8]([CH2:7][C:1]2[CH:6]=[CH:5][CH:4]=[CH:3][CH:2]=2)[NH:19][C:17](=[O:18])[C:16]=1[C:14]#[N:15]. (3) Reactant: Cl.[NH2:2][CH2:3][C@@H:4]([C:6]1[C:14]2[S:13][C:12](=[O:15])[NH:11][C:10]=2[C:9]([O:16][CH2:17][C:18]2[CH:23]=[CH:22][CH:21]=[CH:20][CH:19]=2)=[CH:8][CH:7]=1)[OH:5].O=[CH:25][CH2:26][N:27]([CH2:41][CH2:42][C:43]1[CH:48]=[CH:47][CH:46]=[CH:45][CH:44]=1)[C:28](=[O:40])[CH2:29][CH2:30][O:31][CH2:32][CH2:33][C:34]1[CH:39]=[CH:38][CH:37]=[CH:36][CH:35]=1.C([BH3-])#N.[Na+]. Product: [CH2:17]([O:16][C:9]1[C:10]2[NH:11][C:12](=[O:15])[S:13][C:14]=2[C:6]([C@@H:4]([OH:5])[CH2:3][NH:2][CH2:25][CH2:26][N:27]([CH2:41][CH2:42][C:43]2[CH:44]=[CH:45][CH:46]=[CH:47][CH:48]=2)[C:28](=[O:40])[CH2:29][CH2:30][O:31][CH2:32][CH2:33][C:34]2[CH:35]=[CH:36][CH:37]=[CH:38][CH:39]=2)=[CH:7][CH:8]=1)[C:18]1[CH:19]=[CH:20][CH:21]=[CH:22][CH:23]=1. The catalyst class is: 130. (4) Reactant: Cl([O-])=O.[Na+].[OH:5]P([O-])(O)=O.[Na+].[NH2:11][C:12]1[C:13]2[C:20]([CH:21]=[O:22])=[CH:19][N:18]([C@@H:23]3[O:35][C@H:34]([CH2:36][O:37][C:38](=[O:40])[CH3:39])[C@@H:29]([O:30][C:31](=[O:33])[CH3:32])[C@@:24]3([CH3:41])[O:25][C:26](=[O:28])[CH3:27])[C:14]=2[N:15]=[CH:16][N:17]=1.CC(=CC)C. Product: [NH2:11][C:12]1[C:13]2[C:20]([C:21]([OH:5])=[O:22])=[CH:19][N:18]([C@@H:23]3[O:35][C@H:34]([CH2:36][O:37][C:38](=[O:40])[CH3:39])[C@@H:29]([O:30][C:31](=[O:33])[CH3:32])[C@@:24]3([CH3:41])[O:25][C:26](=[O:28])[CH3:27])[C:14]=2[N:15]=[CH:16][N:17]=1. The catalyst class is: 878. (5) The catalyst class is: 1. Reactant: Cl[C:2]([O:4][CH2:5][C:6]([Cl:9])([Cl:8])[Cl:7])=[O:3].[NH2:10][C:11]1[N:15]([C:16]2[CH:17]=[C:18]([S:22][CH2:23][CH2:24][OH:25])[CH:19]=[CH:20][CH:21]=2)[N:14]=[C:13]([C:26]([CH3:29])([CH3:28])[CH3:27])[CH:12]=1.CCN(C(C)C)C(C)C. Product: [Cl:7][C:6]([Cl:9])([Cl:8])[CH2:5][O:4][C:2](=[O:3])[NH:10][C:11]1[N:15]([C:16]2[CH:21]=[CH:20][CH:19]=[C:18]([S:22][CH2:23][CH2:24][OH:25])[CH:17]=2)[N:14]=[C:13]([C:26]([CH3:29])([CH3:28])[CH3:27])[CH:12]=1.